This data is from Reaction yield outcomes from USPTO patents with 853,638 reactions. The task is: Predict the reaction yield, written as a fraction of the theoretical maximum amount of product (1.0 means a 100% yield; for example, 0.34 means a 34% yield). (1) The reactants are [OH:1][C:2]1[CH:7]=[CH:6][C:5]([C:8](=[O:12])[CH2:9][CH2:10][CH3:11])=[CH:4][CH:3]=1.Br[CH2:14][C:15]([O:17][CH2:18][CH3:19])=[O:16]. No catalyst specified. The product is [CH2:18]([O:17][C:15](=[O:16])[CH2:14][O:1][C:2]1[CH:3]=[CH:4][C:5]([C:8](=[O:12])[CH2:9][CH2:10][CH3:11])=[CH:6][CH:7]=1)[CH3:19]. The yield is 0.990. (2) The reactants are C([NH:8][C:9]1[C:10]([CH3:29])=[C:11]([CH3:28])[C:12]2[O:16][CH2:15][CH:14]([C:17]3[CH:22]=[CH:21][C:20]([CH:23]([CH3:25])[CH3:24])=[CH:19][CH:18]=3)[C:13]=2[C:26]=1[CH3:27])C1C=CC=CC=1.C([O-])=O.[NH4+]. The catalyst is C(O)C.[C].[Pd]. The product is [CH:23]([C:20]1[CH:21]=[CH:22][C:17]([CH:14]2[C:13]3[C:26]([CH3:27])=[C:9]([NH2:8])[C:10]([CH3:29])=[C:11]([CH3:28])[C:12]=3[O:16][CH2:15]2)=[CH:18][CH:19]=1)([CH3:25])[CH3:24]. The yield is 0.740. (3) The reactants are Br[C:2]1[CH:7]=[CH:6][CH:5]=[CH:4][CH:3]=1.[C:8]([O:12][CH2:13][CH2:14][CH2:15][CH3:16])(=[O:11])[CH:9]=[CH2:10]. The catalyst is C([O-])(=O)C.C([N+](CCCC)(CCCC)CCCC)CCC.[Pd].CCOC(C)=O. The product is [C:8]([O:12][CH2:13][CH2:14][CH2:15][CH3:16])(=[O:11])[CH:9]=[CH:10][C:2]1[CH:7]=[CH:6][CH:5]=[CH:4][CH:3]=1. The yield is 0.0500. (4) The reactants are [CH2:1]([N:5]1[CH:9]=[CH:8][N:7]=[N:6]1)[CH2:2][CH:3]=[CH2:4].B1C2CCCC1CCC2.Br[C:20]1[CH:25]=[CH:24][C:23]([S:26]([CH2:29][C:30]2[N:31]=[C:32]([CH:35]=[CH:36][C:37]3[CH:42]=[CH:41][C:40]([S:43]([F:48])([F:47])([F:46])([F:45])[F:44])=[CH:39][CH:38]=3)[O:33][CH:34]=2)(=[O:28])=[O:27])=[CH:22][CH:21]=1.C(=O)([O-])[O-].[Cs+].[Cs+]. The catalyst is C1COCC1.CN(C)C=O.C1C=CC(P(C2C=CC=CC=2)[C-]2C=CC=C2)=CC=1.C1C=CC(P(C2C=CC=CC=2)[C-]2C=CC=C2)=CC=1.Cl[Pd]Cl.[Fe+2].C(OCC)(=O)C. The product is [F:45][S:43]([F:44])([F:46])([F:47])([F:48])[C:40]1[CH:41]=[CH:42][C:37]([CH:36]=[CH:35][C:32]2[O:33][CH:34]=[C:30]([CH2:29][S:26]([C:23]3[CH:24]=[CH:25][C:20]([CH2:4][CH2:3][CH2:2][CH2:1][N:5]4[CH:9]=[CH:8][N:7]=[N:6]4)=[CH:21][CH:22]=3)(=[O:28])=[O:27])[N:31]=2)=[CH:38][CH:39]=1. The yield is 0.570. (5) The reactants are [F:1][C:2]([F:18])([F:17])[C:3]1[CH:16]=[CH:15][C:14]2[S:13][C:12]3[C:7](=[CH:8][CH:9]=[CH:10][CH:11]=3)[NH:6][C:5]=2[CH:4]=1.[H-].[Na+].Br[CH2:22][CH2:23][CH2:24][CH2:25][Cl:26]. The catalyst is C1(C)C=CC=CC=1. The product is [Cl:26][CH2:25][CH2:24][CH2:23][CH2:22][N:6]1[C:5]2[CH:4]=[C:3]([C:2]([F:1])([F:17])[F:18])[CH:16]=[CH:15][C:14]=2[S:13][C:12]2[C:7]1=[CH:8][CH:9]=[CH:10][CH:11]=2. The yield is 0.650. (6) The reactants are [F:1][C:2]([F:16])([F:15])[C:3]1[CH:4]=[CH:5][C:6]2[CH:10]=[C:9]([C:11]([OH:13])=O)[S:8][C:7]=2[CH:14]=1.CCN(C(C)C)C(C)C.CN(C(ON1N=NC2C=CC=CC1=2)=[N+](C)C)C.F[P-](F)(F)(F)(F)F.[NH:50]1[CH2:53][CH:52]([C:54]2([OH:67])[CH2:59][CH2:58][N:57]([C:60]([C:62]3[S:63][CH:64]=[CH:65][N:66]=3)=[O:61])[CH2:56][CH2:55]2)[CH2:51]1. The catalyst is CN(C=O)C. The product is [S:63]1[CH:64]=[CH:65][N:66]=[C:62]1[C:60]([N:57]1[CH2:56][CH2:55][C:54]([CH:52]2[CH2:51][N:50]([C:11]([C:9]3[S:8][C:7]4[CH:14]=[C:3]([C:2]([F:1])([F:16])[F:15])[CH:4]=[CH:5][C:6]=4[CH:10]=3)=[O:13])[CH2:53]2)([OH:67])[CH2:59][CH2:58]1)=[O:61]. The yield is 0.620. (7) The reactants are [C:1]([O:5][C:6](=[O:38])[NH:7][C:8]([C:10]1[CH:15]=[CH:14][C:13]([CH2:16][NH:17][C:18]([C@H:20]2[N:24]3[C:25](=[O:37])[C:26]([NH:29][CH2:30][C:31]4C=CC=CC=4)=[CH:27][N:28]=[C:23]3[CH2:22][CH2:21]2)=[O:19])=[CH:12][CH:11]=1)=[NH:9])([CH3:4])([CH3:3])[CH3:2].[C:39](OC(=O)NC(C1C=CC(CNC([C@H]2N3C(=O)C(N)=CN=C3CC2)=O)=CC=1)=N)(C)(C)[CH3:40].C(=O)C.[BH-](OC(C)=O)(OC(C)=O)OC(C)=O.[Na+]. No catalyst specified. The product is [C:1]([O:5][C:6](=[O:38])[NH:7][C:8]([C:10]1[CH:11]=[CH:12][C:13]([CH2:16][NH:17][C:18]([C@H:20]2[N:24]3[C:25](=[O:37])[C:26]([N:29]([CH2:39][CH3:40])[CH2:30][CH3:31])=[CH:27][N:28]=[C:23]3[CH2:22][CH2:21]2)=[O:19])=[CH:14][CH:15]=1)=[NH:9])([CH3:4])([CH3:3])[CH3:2]. The yield is 1.00.